From a dataset of Reaction yield outcomes from USPTO patents with 853,638 reactions. Predict the reaction yield, written as a fraction of the theoretical maximum amount of product (1.0 means a 100% yield; for example, 0.34 means a 34% yield). (1) The reactants are [Br:1][C:2]1[CH:3]=[C:4]([OH:9])[CH:5]=[CH:6][C:7]=1[CH3:8].C(N(C(C)C)CC)(C)C.[CH3:19][O:20][CH2:21]Cl.O. The catalyst is ClCCl. The product is [Br:1][C:2]1[CH:3]=[C:4]([O:9][CH2:19][O:20][CH3:21])[CH:5]=[CH:6][C:7]=1[CH3:8]. The yield is 0.950. (2) The reactants are [Cl:1][C:2]1[C:15]2[C:14](=[O:16])[C:13]3[C:8](=[CH:9][CH:10]=[CH:11][CH:12]=3)[S:7][C:6]=2[C:5]([OH:17])=[CH:4][CH:3]=1.C([O-])([O-])=O.[K+].[K+].Br[CH2:25][CH2:26][CH2:27][CH2:28][CH2:29][CH2:30][CH2:31][CH2:32][CH2:33][CH2:34][CH2:35][CH3:36]. The product is [Cl:1][C:2]1[C:15]2[C:14](=[O:16])[C:13]3[C:8](=[CH:9][CH:10]=[CH:11][CH:12]=3)[S:7][C:6]=2[C:5]([O:17][CH2:36][CH2:35][CH2:34][CH2:33][CH2:32][CH2:31][CH2:30][CH2:29][CH2:28][CH2:27][CH2:26][CH3:25])=[CH:4][CH:3]=1. The yield is 0.620. The catalyst is CC(C)=O.